This data is from Full USPTO retrosynthesis dataset with 1.9M reactions from patents (1976-2016). The task is: Predict the reactants needed to synthesize the given product. Given the product [CH3:14][O:13][C:8]1[C:9]([O:11][CH3:12])=[CH:10][C:5]([CH2:4][C:3]([OH:34])=[O:2])=[C:6]([S:15]([N:18]2[CH2:23][CH2:22][N:21]([C:24]3[CH:29]=[CH:28][C:27]([C:30]([F:31])([F:33])[F:32])=[CH:26][N:25]=3)[CH2:20][CH2:19]2)(=[O:16])=[O:17])[CH:7]=1, predict the reactants needed to synthesize it. The reactants are: C[O:2][C:3](=[O:34])[CH2:4][C:5]1[CH:10]=[C:9]([O:11][CH3:12])[C:8]([O:13][CH3:14])=[CH:7][C:6]=1[S:15]([N:18]1[CH2:23][CH2:22][N:21]([C:24]2[CH:29]=[CH:28][C:27]([C:30]([F:33])([F:32])[F:31])=[CH:26][N:25]=2)[CH2:20][CH2:19]1)(=[O:17])=[O:16].O1CCCC1.[OH-].[Li+].Cl.